Regression. Given two drug SMILES strings and cell line genomic features, predict the synergy score measuring deviation from expected non-interaction effect. From a dataset of NCI-60 drug combinations with 297,098 pairs across 59 cell lines. (1) Drug 1: CC12CCC3C(C1CCC2=O)CC(=C)C4=CC(=O)C=CC34C. Drug 2: CC1C(C(=O)NC(C(=O)N2CCCC2C(=O)N(CC(=O)N(C(C(=O)O1)C(C)C)C)C)C(C)C)NC(=O)C3=C4C(=C(C=C3)C)OC5=C(C(=O)C(=C(C5=N4)C(=O)NC6C(OC(=O)C(N(C(=O)CN(C(=O)C7CCCN7C(=O)C(NC6=O)C(C)C)C)C)C(C)C)C)N)C. Cell line: T-47D. Synergy scores: CSS=21.9, Synergy_ZIP=-3.73, Synergy_Bliss=3.89, Synergy_Loewe=2.26, Synergy_HSA=3.02. (2) Drug 1: C1C(C(OC1N2C=NC3=C(N=C(N=C32)Cl)N)CO)O. Drug 2: C1CNP(=O)(OC1)N(CCCl)CCCl. Cell line: RXF 393. Synergy scores: CSS=-2.12, Synergy_ZIP=0.259, Synergy_Bliss=-2.02, Synergy_Loewe=-3.30, Synergy_HSA=-3.45.